This data is from Catalyst prediction with 721,799 reactions and 888 catalyst types from USPTO. The task is: Predict which catalyst facilitates the given reaction. (1) Reactant: [Br:1][C:2]1[CH:3]=[C:4]([C:8]2[N:9]=[C:10]([C@H:13]3[CH2:18][CH2:17][C@H:16]([C:19]([OH:21])=O)[CH2:15][CH2:14]3)[NH:11][CH:12]=2)[CH:5]=[CH:6][CH:7]=1.[OH:22][CH:23]([CH3:26])[CH2:24][NH2:25].F[P-](F)(F)(F)(F)F.N1(O[P+](N(C)C)(N(C)C)N(C)C)C2C=CC=CC=2N=N1. Product: [OH:22][CH:23]([CH3:26])[CH2:24][NH:25][C:19]([C@H:16]1[CH2:15][CH2:14][C@H:13]([C:10]2[NH:11][CH:12]=[C:8]([C:4]3[CH:5]=[CH:6][CH:7]=[C:2]([Br:1])[CH:3]=3)[N:9]=2)[CH2:18][CH2:17]1)=[O:21]. The catalyst class is: 18. (2) The catalyst class is: 809. Product: [F:5][C:6]1[CH:11]=[CH:10][C:9]([C:12](=[O:22])[C:13](=[CH:1][OH:3])[CH2:14][CH2:15][N:16]2[CH2:17][CH2:18][O:19][CH2:20][CH2:21]2)=[CH:8][CH:7]=1. Reactant: [CH2:1]([OH:3])C.[Na].[F:5][C:6]1[CH:11]=[CH:10][C:9]([C:12](=[O:22])[CH2:13][CH2:14][CH2:15][N:16]2[CH2:21][CH2:20][O:19][CH2:18][CH2:17]2)=[CH:8][CH:7]=1.C(OCC)=O. (3) Reactant: [C:1](Cl)(=[O:8])[C:2]1[CH:7]=[CH:6][CH:5]=[CH:4][CH:3]=1.[Cl:10][C:11]1[C:16]([NH2:17])=[CH:15][CH:14]=[C:13]([Cl:18])[N:12]=1. Product: [Cl:10][C:11]1[C:16]([NH:17][C:1](=[O:8])[C:2]2[CH:7]=[CH:6][CH:5]=[CH:4][CH:3]=2)=[CH:15][CH:14]=[C:13]([Cl:18])[N:12]=1. The catalyst class is: 10. (4) Reactant: [I-].[CH3:2][S+](C)(C)=O.[OH-].[K+].[Br:9][C:10]1[CH:15]=[CH:14][C:13]([C:16]2[C:17](=[O:22])[NH:18][C:19](=[O:21])[CH:20]=2)=[C:12]([F:23])[CH:11]=1. Product: [Br:9][C:10]1[CH:15]=[CH:14][C:13]([C:16]23[CH2:2][CH:20]2[C:19](=[O:21])[NH:18][C:17]3=[O:22])=[C:12]([F:23])[CH:11]=1. The catalyst class is: 16. (5) Reactant: [F:1][C:2]1[CH:3]=[C:4]([C@H:12]2[O:16][C:15](=[O:17])[N:14]([CH2:18][C:19]3[C:24]([C:25]4[CH:26]=[C:27]([C:33]5[C:42]([CH3:43])=[CH:41][C:36]([C:37]([O:39][CH3:40])=[O:38])=[CH:35][C:34]=5[CH3:44])[CH:28]=[N:29][C:30]=4[O:31][CH3:32])=[CH:23][N:22]=[C:21](S(C)(=O)=O)[N:20]=3)[C@H:13]2[CH3:49])[CH:5]=[C:6]([C:8]([F:11])([F:10])[F:9])[CH:7]=1.Cl.[F:51][CH:52]1[CH2:55][NH:54][CH2:53]1.C(N(CC)CC)C. Product: [F:51][CH:52]1[CH2:55][N:54]([C:21]2[N:20]=[C:19]([CH2:18][N:14]3[C@@H:13]([CH3:49])[C@@H:12]([C:4]4[CH:5]=[C:6]([C:8]([F:10])([F:9])[F:11])[CH:7]=[C:2]([F:1])[CH:3]=4)[O:16][C:15]3=[O:17])[C:24]([C:25]3[CH:26]=[C:27]([C:33]4[C:34]([CH3:44])=[CH:35][C:36]([C:37]([O:39][CH3:40])=[O:38])=[CH:41][C:42]=4[CH3:43])[CH:28]=[N:29][C:30]=3[O:31][CH3:32])=[CH:23][N:22]=2)[CH2:53]1. The catalyst class is: 56. (6) Reactant: [OH:1][C:2]1[CH:7]=[CH:6][CH:5]=[CH:4][C:3]=1[C:8]([F:11])([F:10])[F:9].[Br:12]Br.S([O-])([O-])(=O)=S.[Na+].[Na+]. Product: [Br:12][C:5]1[CH:6]=[CH:7][C:2]([OH:1])=[C:3]([C:8]([F:9])([F:10])[F:11])[CH:4]=1. The catalyst class is: 22. (7) Reactant: [CH3:1][C:2]([O:4][C@@H:5]1[C:19](=[O:20])[C@H:18]2[C@@:8]([CH3:27])([CH2:9][CH2:10][C@@H:11]3[C@:17]2([CH3:21])[CH2:16][C@@H:15]([C:22]2[CH:23]=[CH:24][O:25][CH:26]=2)[O:14][C:12]3=[O:13])[C@H:7]([C:28]([O:30][CH3:31])=[O:29])[CH2:6]1)=[O:3].[Br:32]N1C(=O)CCC1=O.C([O-])([O-])=O.[Na+].[Na+]. Product: [CH3:31][O:30][C:28]([C@@H:7]1[CH2:6][C@H:5]([O:4][C:2](=[O:3])[CH3:1])[C:19](=[O:20])[C@H:18]2[C@@:8]1([CH3:27])[CH2:9][CH2:10][C@@H:11]1[C@:17]2([CH3:21])[CH2:16][C@@H:15]([C:22]2[CH:23]=[CH:24][O:25][C:26]=2[Br:32])[O:14][C:12]1=[O:13])=[O:29]. The catalyst class is: 10. (8) Reactant: [H-].[Al+3].[Li+].[H-].[H-].[H-].C([O:9][C:10]([CH:12]1[CH2:16][CH2:15][CH:14]([O:17][C:18]2[CH:23]=[CH:22][C:21]([Cl:24])=[CH:20][C:19]=2[NH2:25])[CH2:13]1)=O)C. Product: [NH2:25][C:19]1[CH:20]=[C:21]([Cl:24])[CH:22]=[CH:23][C:18]=1[O:17][CH:14]1[CH2:15][CH2:16][CH:12]([CH2:10][OH:9])[CH2:13]1. The catalyst class is: 7.